This data is from Full USPTO retrosynthesis dataset with 1.9M reactions from patents (1976-2016). The task is: Predict the reactants needed to synthesize the given product. Given the product [OH:51][C@@H:46]1[CH2:47][CH2:48][CH2:49][C:50]2[C:41]([C:39]3[N:38]=[C:6]([C:5]4[CH:9]=[CH:10][C:11]([O:12][CH:13]([CH3:15])[CH3:14])=[C:3]([CH:4]=4)[C:1]#[N:2])[O:8][N:40]=3)=[CH:42][CH:43]=[CH:44][C:45]1=2, predict the reactants needed to synthesize it. The reactants are: [C:1]([C:3]1[CH:4]=[C:5]([CH:9]=[CH:10][C:11]=1[O:12][CH:13]([CH3:15])[CH3:14])[C:6]([OH:8])=O)#[N:2].C1C=CC2N(O)N=NC=2C=1.CCN=C=NCCCN(C)C.O[NH:38][C:39]([C:41]1[C:50]2[CH2:49][CH2:48][CH2:47][C@@H:46]([OH:51])[C:45]=2[CH:44]=[CH:43][CH:42]=1)=[NH:40].